Dataset: Full USPTO retrosynthesis dataset with 1.9M reactions from patents (1976-2016). Task: Predict the reactants needed to synthesize the given product. Given the product [CH2:14]([NH:17][C:4](=[O:6])[C:3]1[CH:7]=[CH:8][C:9]([N+:11]([O-:13])=[O:12])=[CH:10][C:2]=1[Br:1])[CH:15]=[CH2:16], predict the reactants needed to synthesize it. The reactants are: [Br:1][C:2]1[CH:10]=[C:9]([N+:11]([O-:13])=[O:12])[CH:8]=[CH:7][C:3]=1[C:4]([OH:6])=O.[CH2:14]([NH2:17])[CH:15]=[CH2:16].S(Cl)(Cl)=O.Cl.